This data is from Peptide-MHC class I binding affinity with 185,985 pairs from IEDB/IMGT. The task is: Regression. Given a peptide amino acid sequence and an MHC pseudo amino acid sequence, predict their binding affinity value. This is MHC class I binding data. (1) The peptide sequence is FLPDKAIDL. The MHC is HLA-A02:01 with pseudo-sequence HLA-A02:01. The binding affinity (normalized) is 1.00. (2) The peptide sequence is EFDMSHLNL. The MHC is H-2-Kd with pseudo-sequence H-2-Kd. The binding affinity (normalized) is 0. (3) The peptide sequence is LVLLILMTAR. The MHC is HLA-A31:01 with pseudo-sequence HLA-A31:01. The binding affinity (normalized) is 0.369. (4) The peptide sequence is KIGEVIGPK. The MHC is HLA-B35:01 with pseudo-sequence HLA-B35:01. The binding affinity (normalized) is 0.0847. (5) The peptide sequence is ASTTENAAY. The MHC is HLA-A68:01 with pseudo-sequence HLA-A68:01. The binding affinity (normalized) is 0.280. (6) The peptide sequence is MPSEDGAEAL. The MHC is HLA-B51:01 with pseudo-sequence HLA-B51:01. The binding affinity (normalized) is 0.0779.